This data is from Full USPTO retrosynthesis dataset with 1.9M reactions from patents (1976-2016). The task is: Predict the reactants needed to synthesize the given product. (1) Given the product [Cl:25][C:26]1[CH:31]=[C:30]([NH:32][C:33]2[C:42]3[C:37](=[CH:38][CH:39]=[CH:40][C:41]=3[O:43][CH2:44][CH:45]3[CH2:50][CH2:49][N:48]([C:53](=[O:54])[CH2:52][OH:55])[CH2:47][CH2:46]3)[N:36]=[CH:35][N:34]=2)[CH:29]=[CH:28][C:27]=1[OH:51], predict the reactants needed to synthesize it. The reactants are: CN(C(ON1N=NC2C=CC=NC1=2)=[N+](C)C)C.F[P-](F)(F)(F)(F)F.[Cl:25][C:26]1[CH:31]=[C:30]([NH:32][C:33]2[C:42]3[C:37](=[CH:38][CH:39]=[CH:40][C:41]=3[O:43][CH2:44][CH:45]3[CH2:50][CH2:49][NH:48][CH2:47][CH2:46]3)[N:36]=[CH:35][N:34]=2)[CH:29]=[CH:28][C:27]=1[OH:51].[C:52](O)(=[O:55])[CH2:53][OH:54]. (2) Given the product [CH3:17][C:2]1[C:3]([C:12]([O:14][CH2:15][CH3:16])=[O:13])=[N:4][C:5]2[C:10]([N:11]=1)=[CH:9][CH:8]=[CH:7][CH:6]=2, predict the reactants needed to synthesize it. The reactants are: Cl[C:2]1[C:3]([C:12]([O:14][CH2:15][CH3:16])=[O:13])=[N:4][C:5]2[C:10]([N:11]=1)=[CH:9][CH:8]=[CH:7][CH:6]=2.[CH3:17]B1OB(C)OB(C)O1.C(=O)([O-])[O-].[K+].[K+].